Dataset: Catalyst prediction with 721,799 reactions and 888 catalyst types from USPTO. Task: Predict which catalyst facilitates the given reaction. (1) Reactant: Br[C:2]1[CH:3]=[C:4]2[C:9](=[CH:10][CH:11]=1)[CH:8]=[C:7]([OH:12])[CH:6]=[CH:5]2.[Li]CCCC.CN([CH:21]=[O:22])C.C(O)(=O)CC(CC(O)=O)(C(O)=O)O. Product: [OH:12][C:7]1[CH:8]=[C:9]2[C:4](=[CH:5][CH:6]=1)[CH:3]=[C:2]([CH:21]=[O:22])[CH:11]=[CH:10]2. The catalyst class is: 56. (2) Reactant: Cl[C:2]1[N:11]=[C:10]([N:12]2[CH2:17][CH2:16][O:15][CH2:14][CH2:13]2)[C:9]2[C:4](=[CH:5][C:6]([C:18]3[O:19][C:20]([CH3:23])=[CH:21][CH:22]=3)=[CH:7][CH:8]=2)[N:3]=1.CC1(C)C(C)(C)OB([C:32]2[CH:37]=[CH:36][C:35]([NH:38][C:39](=[O:51])[NH:40][C:41]3[CH:46]=[CH:45][C:44]([NH:47][C:48](=[O:50])[CH3:49])=[CH:43][CH:42]=3)=[CH:34][CH:33]=2)O1.C(=O)([O-])[O-].[Cs+].[Cs+].C1(C)C=CC=CC=1. Product: [CH3:23][C:20]1[O:19][C:18]([C:6]2[CH:5]=[C:4]3[C:9]([C:10]([N:12]4[CH2:17][CH2:16][O:15][CH2:14][CH2:13]4)=[N:11][C:2]([C:32]4[CH:33]=[CH:34][C:35]([NH:38][C:39](=[O:51])[NH:40][C:41]5[CH:42]=[CH:43][C:44]([NH:47][C:48](=[O:50])[CH3:49])=[CH:45][CH:46]=5)=[CH:36][CH:37]=4)=[N:3]3)=[CH:8][CH:7]=2)=[CH:22][CH:21]=1. The catalyst class is: 315. (3) Reactant: [OH-:1].[Na+].Cl.[NH2:4]O.[CH3:6][CH:7]([C:13]([C:15]([F:18])([F:17])[F:16])=[O:14])[C:8](OCC)=[O:9].Cl. Product: [F:16][C:15]([F:18])([F:17])[C:13](=[O:14])[CH:7]([CH3:6])[C:8]([NH:4][OH:1])=[O:9]. The catalyst class is: 6. (4) Reactant: [H-].[Na+].[CH2:3]([O:10][C:11]1[CH:12]=[C:13]2[C:18](=[CH:19][CH:20]=1)[C:17]([OH:21])=[C:16]([C:22]1[CH:27]=[CH:26][C:25]([F:28])=[CH:24][CH:23]=1)[CH:15]=[CH:14]2)[C:4]1[CH:9]=[CH:8][CH:7]=[CH:6][CH:5]=1.F[C:30]1[CH:37]=[CH:36][C:33]([CH:34]=[O:35])=[CH:32][CH:31]=1.C(OCC)C. Product: [CH2:3]([O:10][C:11]1[CH:12]=[C:13]2[C:18](=[CH:19][CH:20]=1)[C:17]([O:21][C:30]1[CH:37]=[CH:36][C:33]([CH:34]=[O:35])=[CH:32][CH:31]=1)=[C:16]([C:22]1[CH:23]=[CH:24][C:25]([F:28])=[CH:26][CH:27]=1)[CH:15]=[CH:14]2)[C:4]1[CH:5]=[CH:6][CH:7]=[CH:8][CH:9]=1. The catalyst class is: 37. (5) Reactant: C(O[C:9]([N:11]1[CH2:16][CH2:15][CH:14]([CH2:17][NH:18][C:19]2[N:24]=[C:23]([CH3:25])[CH:22]=[CH:21][N:20]=2)[CH2:13][CH2:12]1)=[O:10])C1C=CC=CC=1.[CH2:26](Cl)[CH2:27]Cl.[CH:30]1[CH:31]=[CH:32][C:33]2N(O)N=N[C:34]=2[CH:35]=1.[C:40](OCC)(=O)C. Product: [CH3:25][C:23]1[CH:22]=[CH:21][N:20]=[C:19]([NH:18][CH2:17][CH:14]2[CH2:13][CH2:12][N:11]([C:9]([C@@H:27]3[CH2:26][C@H:40]3[C:34]3[CH:33]=[CH:32][CH:31]=[CH:30][CH:35]=3)=[O:10])[CH2:16][CH2:15]2)[N:24]=1. The catalyst class is: 121. (6) Reactant: C([O:3][C:4](=[O:35])[CH2:5][CH2:6][C:7]1[CH:8]=[C:9]2[C:13](=[CH:14][CH:15]=1)[NH:12][C:11]([C:16](=[O:34])[NH:17][CH2:18][CH2:19][CH2:20][CH2:21][CH2:22][CH2:23][C:24](=[O:33])[NH:25][O:26][CH:27]1[CH2:32][CH2:31][CH2:30][CH2:29][O:28]1)=[CH:10]2)C.[OH-].[Na+].Cl. Product: [O:28]1[CH2:29][CH2:30][CH2:31][CH2:32][CH:27]1[O:26][NH:25][C:24]([CH2:23][CH2:22][CH2:21][CH2:20][CH2:19][CH2:18][NH:17][C:16]([C:11]1[NH:12][C:13]2[C:9]([CH:10]=1)=[CH:8][C:7]([CH2:6][CH2:5][C:4]([OH:35])=[O:3])=[CH:15][CH:14]=2)=[O:34])=[O:33]. The catalyst class is: 36. (7) The catalyst class is: 35. Reactant: [CH2:1]([S:3]([C:6]1[CH2:10][C:9]([CH3:12])([CH3:11])[O:8][N:7]=1)(=O)=O)[CH3:2].[SH-].[Na+].C(=O)([O-])[O-].[K+].[K+].BrCC1[C:24]([C:33]([F:36])([F:35])[F:34])=[N:25][N:26]([CH3:32])[C:27]=1[O:28][CH:29]([F:31])[F:30]. Product: [F:31][CH:29]([F:30])[O:28][C:27]1[N:26]([CH3:32])[N:25]=[C:24]([C:33]([F:34])([F:35])[F:36])[C:2]=1[CH2:1][S:3][C:6]1[CH2:10][C:9]([CH3:12])([CH3:11])[O:8][N:7]=1. (8) Product: [CH:39]1([C:37]([NH:36][C:34]2[N:35]=[C:30]3[CH:29]=[CH:28][C:27]([O:26][C:25]4[CH:24]=[C:23]([NH:22][C:8]([C:4]5[C:5]([CH3:7])=[CH:6][N:2]([CH3:1])[N:3]=5)=[O:10])[CH:44]=[CH:43][CH:42]=4)=[CH:32][N:31]3[N:33]=2)=[O:38])[CH2:40][CH2:41]1. The catalyst class is: 402. Reactant: [CH3:1][N:2]1[CH:6]=[C:5]([CH3:7])[C:4]([C:8]([OH:10])=O)=[N:3]1.O1CCCC1.C(Cl)(=O)C(Cl)=O.[NH2:22][C:23]1[CH:24]=[C:25]([CH:42]=[CH:43][CH:44]=1)[O:26][C:27]1[CH:28]=[CH:29][C:30]2[N:31]([N:33]=[C:34]([NH:36][C:37]([CH:39]3[CH2:41][CH2:40]3)=[O:38])[N:35]=2)[CH:32]=1. (9) Reactant: C(O[C:6](=O)[N:7]([CH2:9][CH2:10][CH2:11][CH2:12][C:13]([NH:15][C:16]1[CH:21]=[CH:20][C:19]([CH2:22][OH:23])=[CH:18][CH:17]=1)=[O:14])C)(C)(C)C.Cl.C(=O)(O)[O-].[Na+]. Product: [OH:23][CH2:22][C:19]1[CH:18]=[CH:17][C:16]([NH:15][C:13](=[O:14])[CH2:12][CH2:11][CH2:10][CH2:9][NH:7][CH3:6])=[CH:21][CH:20]=1. The catalyst class is: 7.